Dataset: Catalyst prediction with 721,799 reactions and 888 catalyst types from USPTO. Task: Predict which catalyst facilitates the given reaction. Reactant: [OH:1][C:2]1[C:3]([CH3:12])=[C:4]2[N:9]([CH:10]=1)[N:8]=[CH:7][NH:6][C:5]2=[O:11].C(N(C(C)C)CC)(C)C.[C:22](Cl)(=[O:27])[C:23]([CH3:26])([CH3:25])[CH3:24].P([O-])(O)(O)=O.[K+]. Product: [CH3:12][C:3]1[C:2]([O:1][C:22](=[O:27])[C:23]([CH3:26])([CH3:25])[CH3:24])=[CH:10][N:9]2[C:4]=1[C:5](=[O:11])[NH:6][CH:7]=[N:8]2. The catalyst class is: 247.